From a dataset of Forward reaction prediction with 1.9M reactions from USPTO patents (1976-2016). Predict the product of the given reaction. (1) The product is: [Cl:14][C:15]1[CH:16]=[N:17][CH:18]=[C:19]([Cl:36])[C:20]=1[NH:21][C:22]1[C:31]2[C:26](=[C:27]([O:34][CH2:2][C@H:3]3[C@H:7]4[C@H:6]([O:10][C:9]([CH3:12])([CH3:11])[O:8]4)[C:5](=[O:13])[O:4]3)[C:28]([O:32][CH3:33])=[CH:29][CH:30]=2)[O:25][C:24](=[O:35])[CH:23]=1. Given the reactants Br[CH2:2][C@H:3]1[C@@H:7]2[O:8][C:9]([CH3:12])([CH3:11])[O:10][C@@H:6]2[C:5](=[O:13])[O:4]1.[Cl:14][C:15]1[CH:16]=[N:17][CH:18]=[C:19]([Cl:36])[C:20]=1[NH:21][C:22]1[C:31]2[C:26](=[C:27]([OH:34])[C:28]([O:32][CH3:33])=[CH:29][CH:30]=2)[O:25][C:24](=[O:35])[CH:23]=1, predict the reaction product. (2) Given the reactants [Br:1][C:2]1[CH:3]=[C:4]([C:15]#[N:16])[N:5]([NH:7]C(=O)OC(C)(C)C)[CH:6]=1.O1CCOCC1.[ClH:23].O1CCOCC1.CCOC(C)=O.CCCCCC, predict the reaction product. The product is: [ClH:23].[NH2:7][N:5]1[CH:6]=[C:2]([Br:1])[CH:3]=[C:4]1[C:15]#[N:16]. (3) Given the reactants [OH:1][C@H:2]([C:13]1[O:14][CH:15]=[CH:16][N:17]=1)[CH:3]([NH:5][C:6](=[O:12])[O:7][C:8]([CH3:11])([CH3:10])[CH3:9])[CH3:4].CC(OI1(OC(C)=O)(OC(C)=O)OC(=O)C2C=CC=CC1=2)=O, predict the reaction product. The product is: [O:14]1[CH:15]=[CH:16][N:17]=[C:13]1[C:2](=[O:1])[C@@H:3]([NH:5][C:6](=[O:12])[O:7][C:8]([CH3:10])([CH3:9])[CH3:11])[CH3:4].